From a dataset of Reaction yield outcomes from USPTO patents with 853,638 reactions. Predict the reaction yield, written as a fraction of the theoretical maximum amount of product (1.0 means a 100% yield; for example, 0.34 means a 34% yield). (1) The reactants are [C:1]([C:4]1[CH:5]=[C:6]([NH:10][C:11]([NH:13][C:14]2[CH:19]=[CH:18][C:17]([O:20][CH3:21])=[C:16]([C:22]3[N:23]([CH3:28])[N:24]=[CH:25][C:26]=3[Br:27])[CH:15]=2)=[O:12])[CH:7]=[CH:8][CH:9]=1)(=O)[CH3:2].Cl.[NH2:30][OH:31].Cl. The catalyst is C(O)C. The product is [Br:27][C:26]1[CH:25]=[N:24][N:23]([CH3:28])[C:22]=1[C:16]1[CH:15]=[C:14]([NH:13][C:11]([NH:10][C:6]2[CH:7]=[CH:8][CH:9]=[C:4]([C:1](=[N:30][OH:31])[CH3:2])[CH:5]=2)=[O:12])[CH:19]=[CH:18][C:17]=1[O:20][CH3:21]. The yield is 0.160. (2) The reactants are [N:1]1[C:5]2[CH:6]=[CH:7][CH:8]=[CH:9][C:4]=2[NH:3][CH:2]=1.[H-].[Na+].Cl[CH2:13][C:14]1[CH:19]=[CH:18][C:17]([C:20]2[O:21][CH:22]=[C:23]([C:25]([O:27][CH2:28][CH3:29])=[O:26])[N:24]=2)=[CH:16][CH:15]=1. The catalyst is CN(C=O)C. The product is [N:1]1([CH2:13][C:14]2[CH:15]=[CH:16][C:17]([C:20]3[O:21][CH:22]=[C:23]([C:25]([O:27][CH2:28][CH3:29])=[O:26])[N:24]=3)=[CH:18][CH:19]=2)[C:5]2[CH:6]=[CH:7][CH:8]=[CH:9][C:4]=2[N:3]=[CH:2]1. The yield is 0.924. (3) The yield is 0.860. The reactants are [Br:1][C:2]1[CH:7]=[CH:6][C:5]2[C:8]3[C:13](Cl)=[N:12][CH:11]=[N:10][C:9]=3[S:15][C:4]=2[CH:3]=1.[Cl:16][C:17]1[CH:18]=[C:19]([NH2:32])[CH:20]=[CH:21][C:22]=1[O:23][CH2:24][C:25]1[CH:30]=[CH:29][CH:28]=[C:27]([F:31])[CH:26]=1.Cl. The product is [Br:1][C:2]1[CH:7]=[CH:6][C:5]2[C:8]3[C:13]([NH:32][C:19]4[CH:20]=[CH:21][C:22]([O:23][CH2:24][C:25]5[CH:30]=[CH:29][CH:28]=[C:27]([F:31])[CH:26]=5)=[C:17]([Cl:16])[CH:18]=4)=[N:12][CH:11]=[N:10][C:9]=3[S:15][C:4]=2[CH:3]=1. The catalyst is O1CCOCC1.CC(O)C. (4) The reactants are [CH2:1]([C@@H:8]1[NH:13][CH2:12][CH2:11][N:10]([C:14]2[CH:19]=[CH:18][C:17]([O:20][CH3:21])=[C:16]([O:22][CH:23]3[CH2:26][CH2:25][CH2:24]3)[CH:15]=2)[CH2:9]1)[C:2]1[CH:7]=[CH:6][CH:5]=[CH:4][CH:3]=1.C[O:28][C:29](=O)[CH2:30][C:31]1[O:35][N:34]=[C:33]([CH3:36])[N:32]=1. No catalyst specified. The product is [CH2:1]([C@H:8]1[CH2:9][N:10]([C:14]2[CH:19]=[CH:18][C:17]([O:20][CH3:21])=[C:16]([O:22][CH:23]3[CH2:26][CH2:25][CH2:24]3)[CH:15]=2)[CH2:11][CH2:12][N:13]1[C:29](=[O:28])[CH2:30][C:31]1[O:35][N:34]=[C:33]([CH3:36])[N:32]=1)[C:2]1[CH:3]=[CH:4][CH:5]=[CH:6][CH:7]=1. The yield is 0.350. (5) The reactants are [OH-].[K+].CN(N=O)C(N[N+]([O-])=O)=N.[N+](=[CH2:15])=[N-].[F:16][C:17]1[CH:18]=[C:19]([C:30]23[CH2:37][CH2:36][C:33]([CH2:38][CH2:39]/[CH:40]=[CH:41]/[C:42]([O:44][CH3:45])=[O:43])([CH2:34][CH2:35]2)[CH2:32][O:31]3)[CH:20]=[C:21]([O:23][CH:24]2[CH2:29][CH2:28][CH2:27][CH2:26][O:25]2)[CH:22]=1. The catalyst is C1COCC1.O.CCOCC. The product is [F:16][C:17]1[CH:18]=[C:19]([C:30]23[CH2:35][CH2:34][C:33]([CH2:38][CH2:39][CH:40]4[CH2:15][CH:41]4[C:42]([O:44][CH3:45])=[O:43])([CH2:36][CH2:37]2)[CH2:32][O:31]3)[CH:20]=[C:21]([O:23][CH:24]2[CH2:29][CH2:28][CH2:27][CH2:26][O:25]2)[CH:22]=1. The yield is 0.840. (6) The reactants are [OH:1][C:2]1([C:16]2[CH:21]=[C:20]([O:22][CH3:23])[C:19]([O:24][CH3:25])=[CH:18][C:17]=2[NH:26][C:27](=[O:31])[CH:28]([CH3:30])[CH3:29])[C:10](=[O:11])[C:9]2[C:4](=[CH:5][CH:6]=[CH:7][C:8]=2[N+:12]([O-])=O)[C:3]1=[O:15].Cl. The catalyst is C(O)C.O.[Fe]. The product is [NH2:12][C:8]1[CH:7]=[CH:6][CH:5]=[C:4]2[C:9]=1[C:10](=[O:11])[C:2]([C:16]1[CH:21]=[C:20]([O:22][CH3:23])[C:19]([O:24][CH3:25])=[CH:18][C:17]=1[NH:26][C:27](=[O:31])[CH:28]([CH3:30])[CH3:29])([OH:1])[C:3]2=[O:15]. The yield is 0.120. (7) The reactants are [CH3:1][N:2]1[C:7](=[O:8])[CH2:6][O:5][C:4]2[CH:9]=[CH:10][CH:11]=[C:12]([O:13][CH2:14][C:15]([O:17]CC)=O)[C:3]1=2.[NH2:20][CH2:21][CH:22]([OH:34])[CH2:23][N:24]1[CH2:33][CH2:32][C:31]2[C:26](=[CH:27][CH:28]=[CH:29][CH:30]=2)[CH2:25]1. The catalyst is CCO. The product is [CH2:25]1[C:26]2[C:31](=[CH:30][CH:29]=[CH:28][CH:27]=2)[CH2:32][CH2:33][N:24]1[CH2:23][CH:22]([OH:34])[CH2:21][NH:20][C:15](=[O:17])[CH2:14][O:13][C:12]1[C:3]2[N:2]([CH3:1])[C:7](=[O:8])[CH2:6][O:5][C:4]=2[CH:9]=[CH:10][CH:11]=1. The yield is 0.190. (8) The reactants are [NH:1]1[CH2:6][CH2:5][CH2:4][C@@H:3]([NH:7][C:8]2[CH:13]=[CH:12][N:11]=[C:10]([C:14]3[CH:15]=[N:16][N:17]4[CH:22]=[CH:21][CH:20]=[CH:19][C:18]=34)[N:9]=2)[CH2:2]1.Br[C:24]1[N:28]=[CH:27][NH:26][N:25]=1. No catalyst specified. The product is [N:25]1[N:26]=[C:27]([N:1]2[CH2:6][CH2:5][CH2:4][C@@H:3]([NH:7][C:8]3[CH:13]=[CH:12][N:11]=[C:10]([C:14]4[CH:15]=[N:16][N:17]5[CH:22]=[CH:21][CH:20]=[CH:19][C:18]=45)[N:9]=3)[CH2:2]2)[NH:28][CH:24]=1. The yield is 0.520.